Dataset: Forward reaction prediction with 1.9M reactions from USPTO patents (1976-2016). Task: Predict the product of the given reaction. (1) Given the reactants [O:1]1[CH2:4][CH2:3][CH:2]1[C:5](O)=O.C1N=CN(C(N2C=NC=C2)=O)C=1.[CH3:20][C:21]1[C:25]([C:26]2[CH:31]=[C:30]([NH2:32])[C:29]([NH2:33])=[C:28]([I:34])[CH:27]=2)=[C:24]([CH3:35])[O:23][N:22]=1, predict the reaction product. The product is: [I:34][C:28]1[C:29]2[N:33]=[C:5]([CH:2]3[CH2:3][CH2:4][O:1]3)[NH:32][C:30]=2[CH:31]=[C:26]([C:25]2[C:21]([CH3:20])=[N:22][O:23][C:24]=2[CH3:35])[CH:27]=1. (2) Given the reactants [N:1](OCCCC)=O.[N+:8]([C:11]1[CH:16]=[CH:15][CH:14]=[C:13]([CH3:17])[C:12]=1[CH3:18])([O-:10])=[O:9].CC(C)([O-])C.[K+].Cl, predict the reaction product. The product is: [CH3:17][C:13]1[CH:14]=[CH:15][CH:16]=[C:11]([N+:8]([O-:10])=[O:9])[C:12]=1[C:18]#[N:1]. (3) Given the reactants [CH3:1][CH:2]([CH:9]([CH:21]([CH:23]([CH2:25][OH:26])[OH:24])[OH:22])[CH2:10][CH2:11][CH2:12][CH2:13][CH2:14][CH2:15][CH2:16][CH2:17][CH2:18][CH2:19][CH3:20])[CH2:3][CH2:4][CH2:5][CH2:6][CH2:7][CH3:8].[C:27]1([C:33]([C:41]2[CH:46]=[CH:45][CH:44]=[CH:43][CH:42]=2)([C:35]2[CH:40]=[CH:39][CH:38]=[CH:37][CH:36]=2)Cl)[CH:32]=[CH:31][CH:30]=[CH:29][CH:28]=1.C(N(CC)CC)C, predict the reaction product. The product is: [CH3:1][CH:2]([CH:9]([C@@H:21]([CH:23]([CH2:25][O:26][C:33]([C:27]1[CH:32]=[CH:31][CH:30]=[CH:29][CH:28]=1)([C:41]1[CH:42]=[CH:43][CH:44]=[CH:45][CH:46]=1)[C:35]1[CH:36]=[CH:37][CH:38]=[CH:39][CH:40]=1)[OH:24])[OH:22])[CH2:10][CH2:11][CH2:12][CH2:13][CH2:14][CH2:15][CH2:16][CH2:17][CH2:18][CH2:19][CH3:20])[CH2:3][CH2:4][CH2:5][CH2:6][CH2:7][CH3:8].